From a dataset of Peptide-MHC class II binding affinity with 134,281 pairs from IEDB. Regression. Given a peptide amino acid sequence and an MHC pseudo amino acid sequence, predict their binding affinity value. This is MHC class II binding data. (1) The peptide sequence is RGVRSLSNKIKQKTK. The MHC is H-2-IEd with pseudo-sequence H-2-IEd. The binding affinity (normalized) is 0.201. (2) The peptide sequence is QYAKEIWGITANPVP. The MHC is HLA-DQA10301-DQB10302 with pseudo-sequence HLA-DQA10301-DQB10302. The binding affinity (normalized) is 0.551. (3) The peptide sequence is GELQIYDKIDAAFKI. The MHC is DRB1_0802 with pseudo-sequence DRB1_0802. The binding affinity (normalized) is 0.591. (4) The peptide sequence is GKGSIVACAKFTCAK. The MHC is DRB1_0101 with pseudo-sequence DRB1_0101. The binding affinity (normalized) is 0.0745.